Dataset: Full USPTO retrosynthesis dataset with 1.9M reactions from patents (1976-2016). Task: Predict the reactants needed to synthesize the given product. (1) Given the product [C:1]([O:4][CH2:5][C:6]([CH3:36])([CH3:35])[CH2:7][N:8]1[C:14]2[CH:15]=[CH:16][C:17]([Cl:19])=[CH:18][C:13]=2[C@@H:12]([C:20]2[CH:25]=[CH:24][CH:23]=[C:22]([O:26][CH3:27])[C:21]=2[O:28][CH3:29])[O:11][C@H:10]([CH2:30][C:31]([NH:53][C:54]2[CH:55]=[C:56]([CH2:68][CH2:69][CH3:70])[C:57]3[O:61][C:60]([C:62]([O:64][CH2:65][CH3:66])=[O:63])=[CH:59][C:58]=3[CH:67]=2)=[O:32])[C:9]1=[O:34])(=[O:3])[CH3:2], predict the reactants needed to synthesize it. The reactants are: [C:1]([O:4][CH2:5][C:6]([CH3:36])([CH3:35])[CH2:7][N:8]1[C:14]2[CH:15]=[CH:16][C:17]([Cl:19])=[CH:18][C:13]=2[C@@H:12]([C:20]2[CH:25]=[CH:24][CH:23]=[C:22]([O:26][CH3:27])[C:21]=2[O:28][CH3:29])[O:11][C@H:10]([CH2:30][C:31](O)=[O:32])[C:9]1=[O:34])(=[O:3])[CH3:2].C(N(CC)CC)C.ClC(OCC(C)C)=O.Cl.[NH2:53][C:54]1[CH:55]=[C:56]([CH2:68][CH2:69][CH3:70])[C:57]2[O:61][C:60]([C:62]([O:64][CH2:65][CH3:66])=[O:63])=[CH:59][C:58]=2[CH:67]=1.N1C=CC=CC=1. (2) Given the product [CH3:39][O:38][CH2:37][CH2:36][O:35][C:28]1[CH:29]=[CH:30][CH:31]=[C:32]2[C:27]=1[CH:26]=[C:25]([CH2:24][CH:20]([CH:21]([CH3:23])[CH3:22])[C:47]([OH:49])=[O:48])[CH:34]=[CH:33]2, predict the reactants needed to synthesize it. The reactants are: OO.O.[OH-].[Li+].C([C@@H]1COC(=O)N1C(=O)[CH:20]([CH2:24][C:25]1[CH:34]=[CH:33][C:32]2[C:27](=[C:28]([O:35][CH2:36][CH2:37][O:38][CH3:39])[CH:29]=[CH:30][CH:31]=2)[CH:26]=1)[CH:21]([CH3:23])[CH3:22])C1C=CC=CC=1.S([O-])([O-])=O.[Na+].[Na+].[C:47](=O)([O-:49])[OH:48].[Na+]. (3) Given the product [CH2:20]([NH:1][C:2]1[CH:6]=[C:5]([C:7]2[CH:8]=[CH:9][N:10]=[CH:11][CH:12]=2)[S:4][C:3]=1[C:13]([O:15][CH3:16])=[O:14])[CH2:21][CH2:22][CH3:23], predict the reactants needed to synthesize it. The reactants are: [NH2:1][C:2]1[CH:6]=[C:5]([C:7]2[CH:12]=[CH:11][N:10]=[CH:9][CH:8]=2)[S:4][C:3]=1[C:13]([O:15][CH3:16])=[O:14].[H-].[Na+].I[CH2:20][CH2:21][CH2:22][CH3:23].C(=O)([O-])O.[Na+]. (4) Given the product [NH:4]1[CH:5]=[CH:6][C:2]([NH:1][C:9]2[S:10]/[C:11](=[CH:15]\[C:16]3[CH:17]=[C:18]4[C:23](=[CH:24][CH:25]=3)[N:22]=[CH:21][CH:20]=[CH:19]4)/[C:12](=[O:14])[N:13]=2)=[N:3]1, predict the reactants needed to synthesize it. The reactants are: [NH2:1][C:2]1[CH:6]=[CH:5][NH:4][N:3]=1.CS[C:9]1[S:10]/[C:11](=[CH:15]\[C:16]2[CH:17]=[C:18]3[C:23](=[CH:24][CH:25]=2)[N:22]=[CH:21][CH:20]=[CH:19]3)/[C:12](=[O:14])[N:13]=1.